This data is from Catalyst prediction with 721,799 reactions and 888 catalyst types from USPTO. The task is: Predict which catalyst facilitates the given reaction. (1) Reactant: [OH-].[NH4+:2].[N+:3]([C:6]1[CH:10]=[CH:9][S:8][C:7]=1[S:11](Cl)(=[O:13])=[O:12])([O-:5])=[O:4]. Product: [N+:3]([C:6]1[CH:10]=[CH:9][S:8][C:7]=1[S:11]([NH2:2])(=[O:13])=[O:12])([O-:5])=[O:4]. The catalyst class is: 7. (2) Reactant: [CH3:1][C:2]1[N:6]([CH:7]2[CH2:12][CH2:11][O:10][CH2:9][CH2:8]2)[C:5]2[CH:13]=[CH:14][C:15]([C:17]([OH:19])=O)=[CH:16][C:4]=2[N:3]=1.S(Cl)(Cl)=O.[F:24][C:25]([F:35])([F:34])[C:26]1[CH:31]=[CH:30][C:29](O)=[C:28]([NH2:33])[CH:27]=1.C(N(CC)CC)C.CS(O)(=O)=O.C(=O)([O-])O.[Na+]. Product: [F:24][C:25]([F:34])([F:35])[C:26]1[CH:31]=[CH:30][C:29]2[O:19][C:17]([C:15]3[CH:14]=[CH:13][C:5]4[N:6]([CH:7]5[CH2:8][CH2:9][O:10][CH2:11][CH2:12]5)[C:2]([CH3:1])=[N:3][C:4]=4[CH:16]=3)=[N:33][C:28]=2[CH:27]=1. The catalyst class is: 132. (3) Reactant: C([N:20]1[CH:24]=[C:23]([C:25]2[CH:42]=[CH:41][CH:40]=[CH:39][C:26]=2[O:27][CH2:28][CH:29]=[C:30]2[CH2:35][CH2:34][CH:33]([C:36]([NH2:38])=[O:37])[CH2:32][CH2:31]2)[N:22]=[CH:21]1)(C1C=CC=CC=1)(C1C=CC=CC=1)C1C=CC=CC=1.[H-].[Na+].[Cl:45][C:46]1[CH:47]=[C:48]([CH:51]=[CH:52][CH:53]=1)[CH2:49]Br. Product: [NH:20]1[CH:24]=[C:23]([C:25]2[CH:42]=[CH:41][CH:40]=[CH:39][C:26]=2[O:27][CH2:28][CH:29]=[C:30]2[CH2:35][CH2:34][CH:33]([C:36]([NH:38][CH2:49][C:48]3[CH:51]=[CH:52][CH:53]=[C:46]([Cl:45])[CH:47]=3)=[O:37])[CH2:32][CH2:31]2)[N:22]=[CH:21]1. The catalyst class is: 18. (4) Reactant: [C:1]1([CH2:7][N:8](CC2C=CC=CC=2)[CH2:9][C@@H:10]([NH:12][C@H:13]([C:15]([O:17][CH3:18])=[O:16])[CH3:14])[CH3:11])[CH:6]=[CH:5][CH:4]=[CH:3][CH:2]=1.Cl. Product: [CH3:11][C@H:10]([NH:12][C@H:13]([C:15]([O:17][CH3:18])=[O:16])[CH3:14])[CH2:9][NH:8][CH2:7][C:1]1[CH:2]=[CH:3][CH:4]=[CH:5][CH:6]=1. The catalyst class is: 256. (5) Reactant: [C:1]([NH:4][C:5]1[S:6][C:7]([C:11]2[CH:12]=[C:13]([S:17](Cl)(=[O:19])=[O:18])[S:14][C:15]=2[Br:16])=[C:8]([CH3:10])[N:9]=1)(=[O:3])[CH3:2].C(N(CC)CC)C.[CH:28]12[O:37][CH:32]([O:33][CH:34]1[CH2:35][OH:36])[CH2:31][NH:30][CH2:29]2. Product: [Br:16][C:15]1[S:14][C:13]([S:17]([N:30]2[CH2:31][CH:32]3[O:37][CH:28]([CH:34]([CH2:35][OH:36])[O:33]3)[CH2:29]2)(=[O:19])=[O:18])=[CH:12][C:11]=1[C:7]1[S:6][C:5]([NH:4][C:1](=[O:3])[CH3:2])=[N:9][C:8]=1[CH3:10]. The catalyst class is: 2.